From a dataset of Catalyst prediction with 721,799 reactions and 888 catalyst types from USPTO. Predict which catalyst facilitates the given reaction. (1) Reactant: F[C:2]1[CH:9]=[CH:8][C:5]([C:6]#[N:7])=[CH:4][CH:3]=1.[NH2:10][C@H:11]1[CH2:15][CH2:14][C@@H:13]([C:16]([OH:18])=[O:17])[CH2:12]1.C(=O)([O-])[O-].[K+].[K+].CS(C)=O. Product: [C:6]([C:5]1[CH:8]=[CH:9][C:2]([NH:10][C@H:11]2[CH2:15][CH2:14][C@@H:13]([C:16]([OH:18])=[O:17])[CH2:12]2)=[CH:3][CH:4]=1)#[N:7]. The catalyst class is: 6. (2) Reactant: [NH:1]([C:3]1[NH:4][N:5]=[C:6]([C:10]2[CH:15]=[CH:14][C:13]([O:16][CH3:17])=[CH:12][CH:11]=2)[C:7](=[O:9])[N:8]=1)[NH2:2].[CH3:18][O:19][C:20]1[CH:28]=[CH:27][CH:26]=[CH:25][C:21]=1[C:22](Cl)=O. Product: [CH3:18][O:19][C:20]1[CH:28]=[CH:27][CH:26]=[CH:25][C:21]=1[C:22]1[N:4]2[N:5]=[C:6]([C:10]3[CH:11]=[CH:12][C:13]([O:16][CH3:17])=[CH:14][CH:15]=3)[C:7](=[O:9])[NH:8][C:3]2=[N:1][N:2]=1. The catalyst class is: 17.